From a dataset of Forward reaction prediction with 1.9M reactions from USPTO patents (1976-2016). Predict the product of the given reaction. (1) The product is: [CH3:1][O:2][C:3](=[O:15])[C:4](=[O:14])[CH:5]([Cl:13])[C:6]1[CH:11]=[CH:10][C:9]([CH3:16])=[CH:8][CH:7]=1. Given the reactants [CH3:1][O:2][C:3](=[O:15])[C:4](=[O:14])[CH:5]([Cl:13])[C:6]1[CH:11]=[CH:10][C:9](F)=[CH:8][CH:7]=1.[CH3:16]C1C=CC(C=O)=CC=1.FC1C=CC(C=O)=CC=1, predict the reaction product. (2) Given the reactants [Br:1][C:2]1[C:7]([C:8]([OH:10])=[O:9])=[CH:6][N:5]=[CH:4][CH:3]=1.[C:11](Cl)(=O)C(Cl)=O.CN(C=O)C.CO, predict the reaction product. The product is: [Br:1][C:2]1[C:7]([C:8]([O:10][CH3:11])=[O:9])=[CH:6][N:5]=[CH:4][CH:3]=1. (3) Given the reactants [C:1]([O:5][C:6]([N:8]1[CH2:13][CH2:12][C@H:11]([NH:14][C:15]([O:17][CH2:18][C:19]2[CH:24]=[CH:23][CH:22]=[CH:21][CH:20]=2)=[O:16])[C@H:10]([O:25]C(=O)C2C=CC([N+]([O-])=O)=CC=2)[CH2:9]1)=[O:7])([CH3:4])([CH3:3])[CH3:2].[Li+].[OH-], predict the reaction product. The product is: [C:1]([O:5][C:6]([N:8]1[CH2:13][CH2:12][C@H:11]([NH:14][C:15]([O:17][CH2:18][C:19]2[CH:20]=[CH:21][CH:22]=[CH:23][CH:24]=2)=[O:16])[C@H:10]([OH:25])[CH2:9]1)=[O:7])([CH3:4])([CH3:2])[CH3:3]. (4) Given the reactants C(OC(=O)[NH:7][CH2:8][CH2:9][C:10]1[CH:15]=[CH:14][CH:13]=[C:12]([NH:16][C:17]([NH:19][CH2:20][C:21]2[CH:26]=[CH:25][CH:24]=[CH:23][CH:22]=2)=[O:18])[CH:11]=1)(C)(C)C, predict the reaction product. The product is: [NH2:7][CH2:8][CH2:9][C:10]1[CH:11]=[C:12]([NH:16][C:17]([NH:19][CH2:20][C:21]2[CH:26]=[CH:25][CH:24]=[CH:23][CH:22]=2)=[O:18])[CH:13]=[CH:14][CH:15]=1.